From a dataset of Full USPTO retrosynthesis dataset with 1.9M reactions from patents (1976-2016). Predict the reactants needed to synthesize the given product. (1) Given the product [CH3:39][O:40][CH2:41][C@@H:42]([O:44][C:9]1[C:10]([O:12][CH2:13][C:14]2[CH:15]=[CH:16][CH:17]=[CH:18][CH:19]=2)=[C:11]([CH:2]=[CH:3][CH:4]=1)[C:49]([O:48][CH3:46])=[O:50])[CH3:43], predict the reactants needed to synthesize it. The reactants are: O[C:2]1[CH:3]=[C:4]([CH:9]=[C:10]([O:12][CH2:13][C:14]2[CH:19]=[CH:18][CH:17]=[CH:16][CH:15]=2)[CH:11]=1)C(OC)=O.C1(P(C2C=CC=CC=2)C2C=CC=CC=2)C=CC=CC=1.[CH3:39][O:40][CH2:41][C@H:42]([OH:44])[CH3:43].C[CH:46]([O:48][C:49](/N=N/[C:49]([O:48][CH:46](C)C)=[O:50])=[O:50])C. (2) Given the product [C:31]([O:35][C:36](=[O:50])[NH:37][CH2:38][CH2:39][C:40]1[CH:45]=[CH:44][CH:43]=[C:42]([CH2:46][C@H:47]([NH:49][CH2:21][C@@H:20]([C:12]2[CH:11]=[CH:10][C:9]([O:8][CH2:1][C:2]3[CH:7]=[CH:6][CH:5]=[CH:4][CH:3]=3)=[C:18]3[C:13]=2[CH:14]=[CH:15][C:16](=[O:19])[NH:17]3)[O:23][Si:24]([C:27]([CH3:30])([CH3:29])[CH3:28])([CH3:26])[CH3:25])[CH3:48])[CH:41]=1)([CH3:32])([CH3:33])[CH3:34], predict the reactants needed to synthesize it. The reactants are: [CH2:1]([O:8][C:9]1[CH:10]=[CH:11][C:12]([C@@H:20]([O:23][Si:24]([C:27]([CH3:30])([CH3:29])[CH3:28])([CH3:26])[CH3:25])[CH2:21]Br)=[C:13]2[C:18]=1[NH:17][C:16](=[O:19])[CH:15]=[CH:14]2)[C:2]1[CH:7]=[CH:6][CH:5]=[CH:4][CH:3]=1.[C:31]([O:35][C:36](=[O:50])[NH:37][CH2:38][CH2:39][C:40]1[CH:45]=[CH:44][CH:43]=[C:42]([CH2:46][C@H:47]([NH2:49])[CH3:48])[CH:41]=1)([CH3:34])([CH3:33])[CH3:32].C(N(CC)CC)C.C(=O)(O)[O-].[Na+]. (3) Given the product [CH2:1]([O:3][C:4]([C:6]1([S:20]([C:23]2[CH:28]=[CH:27][C:26]([O:29][CH3:30])=[CH:25][CH:24]=2)(=[O:22])=[O:21])[CH2:11][CH2:10][N:9]([CH2:12][C:13]2[CH:18]=[CH:17][C:16]([C:36]3[CH:41]=[CH:40][CH:39]=[CH:38][N:37]=3)=[CH:15][CH:14]=2)[CH2:8][CH2:7]1)=[O:5])[CH3:2], predict the reactants needed to synthesize it. The reactants are: [CH2:1]([O:3][C:4]([C:6]1([S:20]([C:23]2[CH:28]=[CH:27][C:26]([O:29][CH3:30])=[CH:25][CH:24]=2)(=[O:22])=[O:21])[CH2:11][CH2:10][N:9]([CH2:12][C:13]2[CH:18]=[CH:17][C:16](Br)=[CH:15][CH:14]=2)[CH2:8][CH2:7]1)=[O:5])[CH3:2].C([Sn](CCCC)(CCCC)[C:36]1[CH:41]=[CH:40][CH:39]=[CH:38][N:37]=1)CCC. (4) Given the product [NH2:1][C:2]1[CH:10]=[CH:9][C:8]([CH3:11])=[CH:7][C:3]=1[C:4]([NH:25][CH:26]1[CH2:31][CH2:30][C:29](=[O:32])[NH:28][C:27]1=[O:33])=[O:6], predict the reactants needed to synthesize it. The reactants are: [NH2:1][C:2]1[CH:10]=[CH:9][C:8]([CH3:11])=[CH:7][C:3]=1[C:4]([OH:6])=O.C1N=CN(C(N2C=NC=C2)=O)C=1.Cl.[NH2:25][CH:26]1[CH2:31][CH2:30][C:29](=[O:32])[NH:28][C:27]1=[O:33].C(=O)([O-])O.[Na+]. (5) Given the product [CH:16]1([N:14]([CH3:15])[C:12]([C:8]2[CH:7]=[C:6]3[C:11]([C:2]([NH:22][CH2:23][C:24]4[CH:25]=[C:26]([CH:30]=[CH:31][CH:32]=4)[C:27]([NH2:29])=[NH:28])=[N:3][CH:4]=[N:5]3)=[CH:10][CH:9]=2)=[O:13])[CH2:21][CH2:20][CH2:19][CH2:18][CH2:17]1, predict the reactants needed to synthesize it. The reactants are: Cl[C:2]1[C:11]2[C:6](=[CH:7][C:8]([C:12]([N:14]([CH:16]3[CH2:21][CH2:20][CH2:19][CH2:18][CH2:17]3)[CH3:15])=[O:13])=[CH:9][CH:10]=2)[N:5]=[CH:4][N:3]=1.[NH2:22][CH2:23][C:24]1[CH:25]=[C:26]([CH:30]=[CH:31][CH:32]=1)[C:27]([NH2:29])=[NH:28].C(N(C(C)C)CC)(C)C.